From a dataset of Full USPTO retrosynthesis dataset with 1.9M reactions from patents (1976-2016). Predict the reactants needed to synthesize the given product. (1) The reactants are: [CH2:1]([C:3]1[CH:21]=[CH:20][C:6]([O:7][C:8]2[CH:13]=[CH:12][C:11]([C:14]3[O:15][C:16](=[O:19])[CH2:17][N:18]=3)=[CH:10][CH:9]=2)=[CH:5][CH:4]=1)[CH3:2].[CH:22]([O:25][C:26]1[CH:33]=[CH:32][C:29]([CH:30]=O)=[CH:28][CH:27]=1)([CH3:24])[CH3:23].C(N(CC)CC)C.O. Given the product [CH2:1]([C:3]1[CH:21]=[CH:20][C:6]([O:7][C:8]2[CH:9]=[CH:10][C:11]([C:14]3[O:15][C:16](=[O:19])/[C:17](=[CH:30]/[C:29]4[CH:32]=[CH:33][C:26]([O:25][CH:22]([CH3:24])[CH3:23])=[CH:27][CH:28]=4)/[N:18]=3)=[CH:12][CH:13]=2)=[CH:5][CH:4]=1)[CH3:2], predict the reactants needed to synthesize it. (2) Given the product [N:1]1([C:5]2[C:6]3[CH2:28][CH2:27][C@H:26]([C:29]4[CH:30]=[CH:31][CH:32]=[CH:33][CH:34]=4)[C:7]=3[N:8]=[C:9]([NH:11][C:12]3[CH:17]=[CH:16][C:15]([N:18]4[CH:22]=[C:21]([Cl:23])[N:20]=[CH:19]4)=[C:14]([O:24][CH3:25])[CH:13]=3)[N:10]=2)[CH2:4][CH2:3][CH2:2]1, predict the reactants needed to synthesize it. The reactants are: [N:1]1([C:5]2[C:6]3[CH2:28][CH2:27][CH:26]([C:29]4[CH:34]=[CH:33][CH:32]=[CH:31][CH:30]=4)[C:7]=3[N:8]=[C:9]([NH:11][C:12]3[CH:17]=[CH:16][C:15]([N:18]4[CH:22]=[C:21]([Cl:23])[N:20]=[CH:19]4)=[C:14]([O:24][CH3:25])[CH:13]=3)[N:10]=2)[CH2:4][CH2:3][CH2:2]1.CO.CO.C(Cl)(Cl)Cl. (3) Given the product [N:34]1[CH:35]=[CH:36][CH:37]=[C:32]([N:21]2[C:22]([C:24]3[N:25]=[CH:26][C:27](/[CH:30]=[CH:7]/[C:8]([O:10][CH3:11])=[O:9])=[CH:28][CH:29]=3)=[CH:23][C:19]([C:17](=[O:18])[NH:16][C:12]([CH3:14])([CH3:13])[CH3:15])=[N:20]2)[CH:33]=1, predict the reactants needed to synthesize it. The reactants are: [H-].[Na+].P([CH2:7][C:8]([O:10][CH3:11])=[O:9])(O)(O)=O.[C:12]([NH:16][C:17]([C:19]1[CH:23]=[C:22]([C:24]2[CH:29]=[CH:28][C:27]([CH:30]=O)=[CH:26][N:25]=2)[N:21]([C:32]2[CH:33]=[N:34][CH:35]=[CH:36][CH:37]=2)[N:20]=1)=[O:18])([CH3:15])([CH3:14])[CH3:13].O. (4) Given the product [CH3:1][O:2][C:3](=[O:13])[C:4]1[CH:9]=[C:8]([CH:3]=[C:4]([CH3:9])[CH3:5])[C:7]([O:11][CH3:12])=[N:6][CH:5]=1, predict the reactants needed to synthesize it. The reactants are: [CH3:1][O:2][C:3](=[O:13])[C:4]1[CH:9]=[C:8](Cl)[C:7]([O:11][CH3:12])=[N:6][CH:5]=1. (5) Given the product [NH:5]1[C:13]2[C:8](=[CH:9][CH:10]=[C:11]([N:14]3[CH2:19][CH2:18][N:17]4[CH2:20][CH2:21][CH2:22][CH:16]4[CH2:15]3)[CH:12]=2)[CH:7]=[CH:6]1, predict the reactants needed to synthesize it. The reactants are: C([Si](C(C)C)(C(C)C)[N:5]1[C:13]2[C:8](=[CH:9][CH:10]=[C:11]([N:14]3[CH2:19][CH2:18][N:17]4[CH2:20][CH2:21][CH2:22][CH:16]4[CH2:15]3)[CH:12]=2)[CH:7]=[CH:6]1)(C)C.CCCC[N+](CCCC)(CCCC)CCCC.[F-].C(Cl)Cl.CO. (6) Given the product [CH2:42]([S:39]([C:36]1[CH:37]=[CH:38][C:33]([C:15]2[S:14][C:13]3[CH:44]=[C:9]([OH:8])[CH:10]=[CH:11][C:12]=3[C:16]=2[O:17][C:18]2[CH:32]=[CH:31][C:21]([O:22][CH2:23][CH2:24][N:25]3[CH2:30][CH2:29][CH2:28][CH2:27][CH2:26]3)=[CH:20][CH:19]=2)=[CH:34][CH:35]=1)(=[O:41])=[O:40])[CH3:43], predict the reactants needed to synthesize it. The reactants are: C([O:8][C:9]1[CH:10]=[CH:11][C:12]2[C:16]([O:17][C:18]3[CH:32]=[CH:31][C:21]([O:22][CH2:23][CH2:24][N:25]4[CH2:30][CH2:29][CH2:28][CH2:27][CH2:26]4)=[CH:20][CH:19]=3)=[C:15]([C:33]3[CH:38]=[CH:37][C:36]([S:39]([CH2:42][CH3:43])(=[O:41])=[O:40])=[CH:35][CH:34]=3)[S:14][C:13]=2[CH:44]=1)C1C=CC=CC=1.C([O-])=O.[NH4+]. (7) The reactants are: [CH3:1][C:2]1([C:9]([O:11][CH3:12])=[O:10])[C:7](=O)[CH2:6][CH2:5][O:4][CH2:3]1.[CH3:13][C@@H:14]([NH2:21])[C:15]1[CH:20]=[CH:19][CH:18]=[CH:17][CH:16]=1.FC(F)(F)S([O-])(=O)=O.[Yb+3].FC(F)(F)S([O-])(=O)=O.FC(F)(F)S([O-])(=O)=O. Given the product [CH3:1][C:2]1([C:9]([O:11][CH3:12])=[O:10])[C:7](=[N:21][C@@H:14]([C:15]2[CH:20]=[CH:19][CH:18]=[CH:17][CH:16]=2)[CH3:13])[CH2:6][CH2:5][O:4][CH2:3]1, predict the reactants needed to synthesize it.